From a dataset of Catalyst prediction with 721,799 reactions and 888 catalyst types from USPTO. Predict which catalyst facilitates the given reaction. (1) Reactant: [CH:1]([N:4]([C:20]([C@H:22]1[CH2:27][CH2:26][C@H:25]([CH3:28])[CH2:24][CH2:23]1)=[O:21])[C:5]1[S:6][C:7]([CH:14]2[CH2:19][CH2:18][NH:17][CH2:16][CH2:15]2)=[CH:8][C:9]=1[C:10]([O:12][CH3:13])=[O:11])([CH3:3])[CH3:2].C(N(CC)CC)C.[CH3:36][N:37]=[C:38]=[S:39].C(#N)C.O. Product: [CH:1]([N:4]([C:20]([C@H:22]1[CH2:27][CH2:26][C@H:25]([CH3:28])[CH2:24][CH2:23]1)=[O:21])[C:5]1[S:6][C:7]([CH:14]2[CH2:19][CH2:18][N:17]([C:38]([NH:37][CH3:36])=[S:39])[CH2:16][CH2:15]2)=[CH:8][C:9]=1[C:10]([O:12][CH3:13])=[O:11])([CH3:3])[CH3:2]. The catalyst class is: 3. (2) Reactant: [CH:1]1([NH2:4])[CH2:3][CH2:2]1.C(O)(=O)C.[C:9]([C:13]1[CH:18]=[CH:17][N:16]=[CH:15][CH:14]=1)(=O)[CH2:10][CH3:11].C([BH3-])#N.[Na+]. Product: [CH:1]1([NH:4][CH:9]([C:13]2[CH:18]=[CH:17][N:16]=[CH:15][CH:14]=2)[CH2:10][CH3:11])[CH2:3][CH2:2]1. The catalyst class is: 5.